From a dataset of Forward reaction prediction with 1.9M reactions from USPTO patents (1976-2016). Predict the product of the given reaction. (1) Given the reactants [N:1]1([C:6]2[CH:13]=[CH:12][C:9]([CH:10]=O)=[CH:8][CH:7]=2)[CH:5]=[CH:4][CH:3]=[N:2]1.[Br-].[O:15]1CCO[CH:16]1[CH2:20][P+](C1C=CC=CC=1)(C1C=CC=CC=1)C1C=CC=CC=1.COCCOCCN(CCOCCOC)CCOCCOC, predict the reaction product. The product is: [N:1]1([C:6]2[CH:13]=[CH:12][C:9](/[CH:10]=[CH:20]/[CH:16]=[O:15])=[CH:8][CH:7]=2)[CH:5]=[CH:4][CH:3]=[N:2]1. (2) Given the reactants ClC1C=CC=C(F)C=1C(N[C@H](C(O)=O)CNC(C1CC1)=O)=O.[Cl:23][C:24]1[CH:44]=[CH:43][CH:42]=[C:41]([Cl:45])[C:25]=1[C:26]([NH:28][C@H:29]([C:38]([OH:40])=[O:39])[CH2:30][NH:31][C:32]([CH:34]1[CH2:37][CH2:36]C1)=[O:33])=[O:27].ClC1C=CC=C(Cl)C=1C(N[C@H](C(O)=O)CNC(C1CCCC1)=O)=O.ClC1C=CC=C(F)C=1C(N[C@H](C(O)=O)CNC(C1CCCC1)=O)=O.ClC1C=CC=C(Cl)C=1C(N[C@H](C(O)=O)CNC(C1CCCCC1)=O)=O.ClC1C=CC=C(F)C=1C(N[C@H](C(O)=O)CNC(C1CCCCC1)=O)=O, predict the reaction product. The product is: [Cl:45][C:41]1[CH:42]=[CH:43][CH:44]=[C:24]([Cl:23])[C:25]=1[C:26]([NH:28][C@H:29]([C:38]([OH:40])=[O:39])[CH2:30][NH:31][C:32]([CH:34]1[CH2:37][CH2:36]1)=[O:33])=[O:27]. (3) Given the reactants [Cl:1][C:2]1[CH:7]=[C:6]([N+:8]([O-])=O)[CH:5]=[CH:4][C:3]=1[O:11][CH2:12][C:13]1[CH:18]=[CH:17][CH:16]=[CH:15][C:14]=1[F:19].[Cl-].[NH4+].C(O)C.CO, predict the reaction product. The product is: [Cl:1][C:2]1[CH:7]=[C:6]([CH:5]=[CH:4][C:3]=1[O:11][CH2:12][C:13]1[CH:18]=[CH:17][CH:16]=[CH:15][C:14]=1[F:19])[NH2:8]. (4) The product is: [CH3:27][O:26][N:25]([CH3:24])[C:15]([C:11]1[CH:12]=[C:13]2[C:8](=[CH:9][CH:10]=1)[N:7]1[C:18]([O:21][CH3:22])=[N:19][N:20]=[C:6]1[C:5]([NH:4][CH:1]([CH3:2])[CH3:3])=[N:14]2)=[O:17]. Given the reactants [CH:1]([NH:4][C:5]1[C:6]2[N:7]([C:18]([O:21][CH3:22])=[N:19][N:20]=2)[C:8]2[C:13]([N:14]=1)=[CH:12][C:11]([C:15]([OH:17])=O)=[CH:10][CH:9]=2)([CH3:3])[CH3:2].Cl.[CH3:24][NH:25][O:26][CH3:27].ON1C2N=CC=CC=2N=N1.C(Cl)CCl, predict the reaction product. (5) Given the reactants [CH3:1][CH:2]([CH3:6])[C:3](=[O:5])[CH3:4].CO[CH:9](OC)[N:10]([CH3:12])[CH3:11], predict the reaction product. The product is: [CH3:9][N:10]([CH3:12])[CH:11]=[CH:4][C:3](=[O:5])[CH:2]([CH3:6])[CH3:1].